From a dataset of Forward reaction prediction with 1.9M reactions from USPTO patents (1976-2016). Predict the product of the given reaction. (1) Given the reactants Cl[C:2]1[N:11]=[C:10]([NH:12][CH2:13][CH:14]([C:21]2[CH:26]=[CH:25][CH:24]=[CH:23][CH:22]=2)[C:15]2[CH:20]=[CH:19][CH:18]=[CH:17][CH:16]=2)[C:9]2[C:4](=[CH:5][CH:6]=[CH:7][CH:8]=2)[N:3]=1.[CH2:27]1[C:35]2[C:30](=[CH:31][CH:32]=[CH:33][CH:34]=2)[CH2:29][NH:28]1, predict the reaction product. The product is: [C:15]1([CH:14]([C:21]2[CH:26]=[CH:25][CH:24]=[CH:23][CH:22]=2)[CH2:13][NH:12][C:10]2[C:9]3[C:4](=[CH:5][CH:6]=[CH:7][CH:8]=3)[N:3]=[C:2]([N:28]3[CH2:29][C:30]4[C:35](=[CH:34][CH:33]=[CH:32][CH:31]=4)[CH2:27]3)[N:11]=2)[CH:20]=[CH:19][CH:18]=[CH:17][CH:16]=1. (2) Given the reactants [C:1]([O:5][C:6]([N:8]1[CH:17]2[CH2:18][CH2:19][CH:9]1[C:10]1[C:11]([OH:28])=[C:12]([NH:20][C:21]([O:23][C:24]([CH3:27])([CH3:26])[CH3:25])=[O:22])[CH:13]=[CH:14][C:15]=1[CH2:16]2)=[O:7])([CH3:4])([CH3:3])[CH3:2].S(OC)(O[CH3:33])(=O)=O.C(=O)([O-])[O-].[Cs+].[Cs+].O1CCOCC1, predict the reaction product. The product is: [C:1]([O:5][C:6]([N:8]1[CH:17]2[CH2:18][CH2:19][CH:9]1[C:10]1[C:11]([O:28][CH3:33])=[C:12]([NH:20][C:21]([O:23][C:24]([CH3:27])([CH3:26])[CH3:25])=[O:22])[CH:13]=[CH:14][C:15]=1[CH2:16]2)=[O:7])([CH3:4])([CH3:3])[CH3:2].